From a dataset of Full USPTO retrosynthesis dataset with 1.9M reactions from patents (1976-2016). Predict the reactants needed to synthesize the given product. Given the product [CH:24]1([CH2:23][N:20]([CH2:21][CH3:22])[C:10]2[C:9]([CH:8]=[O:47])=[CH:18][C:17]3[C:12](=[C:13]([CH3:19])[CH:14]=[CH:15][CH:16]=3)[N:11]=2)[CH2:27][CH2:26][CH2:25]1, predict the reactants needed to synthesize it. The reactants are: FC(F)(F)C1C=C(C=C(C(F)(F)F)C=1)CN[CH2:8][C:9]1[C:10]([N:20]([CH2:23][CH:24]2[CH2:27][CH2:26][CH2:25]2)[CH2:21][CH3:22])=[N:11][C:12]2[C:17]([CH:18]=1)=[CH:16][CH:15]=[CH:14][C:13]=2[CH3:19].BrC1C=NC(Cl)=NC=1.[F-].[K+].[OH2:47].